This data is from CYP1A2 inhibition data for predicting drug metabolism from PubChem BioAssay. The task is: Regression/Classification. Given a drug SMILES string, predict its absorption, distribution, metabolism, or excretion properties. Task type varies by dataset: regression for continuous measurements (e.g., permeability, clearance, half-life) or binary classification for categorical outcomes (e.g., BBB penetration, CYP inhibition). Dataset: cyp1a2_veith. (1) The molecule is Cc1noc(C)c1-c1cncnc1-n1ccnc1. The result is 1 (inhibitor). (2) The compound is CCCn1c(/C=C/c2ccccc2)nc2ccccc21. The result is 1 (inhibitor). (3) The molecule is COCCn1c(=O)cnc2cnc(Nc3cccc(OC)c3)nc21. The result is 1 (inhibitor). (4) The molecule is COc1cccc(Nc2ncc3nc(CCc4ccccc4)c(=O)n(CCC#N)c3n2)c1. The result is 0 (non-inhibitor).